This data is from Full USPTO retrosynthesis dataset with 1.9M reactions from patents (1976-2016). The task is: Predict the reactants needed to synthesize the given product. (1) Given the product [I:3][C:4]1[C:5]([N:47]2[CH2:46][CH2:45][N:44]([C:50]([O:52][C:53]([CH3:56])([CH3:55])[CH3:54])=[O:51])[CH2:49][CH2:48]2)=[C:6]2[CH:12]=[N:11][N:10]([CH2:13][C:14]3[CH:19]=[CH:18][C:17]([O:20][CH3:21])=[CH:16][CH:15]=3)[C:7]2=[N:8][CH:9]=1, predict the reactants needed to synthesize it. The reactants are: [H-].[Na+].[I:3][C:4]1[CH:9]=[N:8][C:7]2[N:10]([CH2:13][C:14]3[CH:19]=[CH:18][C:17]([O:20][CH3:21])=[CH:16][CH:15]=3)[N:11]=[CH:12][C:6]=2[C:5]=1O.FC(F)(F)S(N(C1C=CC=CC=1)S(C(F)(F)F)(=O)=O)(=O)=O.[N:44]1([C:50]([O:52][C:53]([CH3:56])([CH3:55])[CH3:54])=[O:51])[CH2:49][CH2:48][NH:47][CH2:46][CH2:45]1.[NH4+].[Cl-]. (2) Given the product [CH3:31][C:30]([CH3:33])([CH3:32])[CH2:29][N:16]1[C:14]2[N:15]=[C:10]([C:8]#[N:9])[N:11]=[CH:12][C:13]=2[CH:18]=[C:17]1[CH2:19][N:20]1[CH2:25][CH2:24][NH:23][CH2:22][CH2:21]1, predict the reactants needed to synthesize it. The reactants are: Cl.O1CCOCC1.[C:8]([C:10]1[N:11]=[CH:12][C:13]2[CH:18]=[C:17]([CH2:19][N:20]3[CH2:25][CH2:24][N:23](C(O)=O)[CH2:22][CH2:21]3)[N:16]([CH2:29][C:30]([CH3:33])([CH3:32])[CH3:31])[C:14]=2[N:15]=1)#[N:9]. (3) Given the product [Cl:11][C:4]1[CH:3]=[C:2]([C:16]2[S:17][C:13]([Cl:12])=[CH:14][CH:15]=2)[N:7]=[C:6]2[CH2:8][CH2:9][CH2:10][C:5]=12, predict the reactants needed to synthesize it. The reactants are: Cl[C:2]1[N:7]=[C:6]2[CH2:8][CH2:9][CH2:10][C:5]2=[C:4]([Cl:11])[CH:3]=1.[Cl:12][C:13]1[S:17][C:16](B(O)O)=[CH:15][CH:14]=1. (4) Given the product [CH3:27][O:28][CH2:29][O:30][CH2:9][C@@H:2]([CH3:8])[C:3]([OH:5])=[O:4], predict the reactants needed to synthesize it. The reactants are: N[C:2]([C:9]1C=CC2C(=CC=C(OCCCCCCC)C=2)N=1)([CH3:8])[C:3]([O:5]CC)=[O:4].[CH3:27][OH:28].[CH3:29][O-:30].[Na+]. (5) The reactants are: [CH3:1][N:2]([CH3:9])[C:3](=[O:8])[C:4]([O:6][CH3:7])=[O:5].[CH:10]1(O)[CH2:15][CH2:14]C[CH2:12][CH2:11]1.S(=O)(=O)(O)O. Given the product [CH3:1][N:2]([CH3:9])[C:3](=[O:8])[C:4]([O:6][CH:7]1[CH2:14][CH2:15][CH2:10][CH2:11][CH2:12]1)=[O:5], predict the reactants needed to synthesize it. (6) Given the product [C:1]([C:3]1[CH:8]=[CH:7][C:6]([C@@H:9]2[C:14]([C:15]([O:17][CH2:39][CH2:40][OH:41])=[O:16])=[C:13]([CH3:18])[N:12]([C:19]3[CH:24]=[CH:23][CH:22]=[C:21]([C:25]([F:27])([F:28])[F:26])[CH:20]=3)[C:11](=[O:29])[N:10]2[S:30]([CH3:33])(=[O:31])=[O:32])=[C:5]([S:34]([CH3:37])(=[O:35])=[O:36])[CH:4]=1)#[N:2], predict the reactants needed to synthesize it. The reactants are: [C:1]([C:3]1[CH:8]=[CH:7][C:6]([C@@H:9]2[C:14]([C:15]([OH:17])=[O:16])=[C:13]([CH3:18])[N:12]([C:19]3[CH:24]=[CH:23][CH:22]=[C:21]([C:25]([F:28])([F:27])[F:26])[CH:20]=3)[C:11](=[O:29])[N:10]2[S:30]([CH3:33])(=[O:32])=[O:31])=[C:5]([S:34]([CH3:37])(=[O:36])=[O:35])[CH:4]=1)#[N:2].Br[CH2:39][CH2:40][OH:41].C(N(CC)CC)C. (7) Given the product [CH2:32]([CH:34]([CH2:37][CH3:38])[CH2:35][C:4]1[CH:5]=[C:6]2[C:11](=[CH:12][CH:13]=1)[O:10][C:9](=[O:14])[CH:8]=[C:7]2[NH:15][CH:16]1[CH2:17][CH2:18][N:19]([CH2:22][CH:23]=[CH:24][C:25]2[CH:30]=[CH:29][CH:28]=[CH:27][CH:26]=2)[CH2:20][CH2:21]1)[CH3:33], predict the reactants needed to synthesize it. The reactants are: N#N.Br[C:4]1[CH:5]=[C:6]2[C:11](=[CH:12][CH:13]=1)[O:10][C:9](=[O:14])[CH:8]=[C:7]2[NH:15][CH:16]1[CH2:21][CH2:20][N:19]([CH2:22][CH:23]=[CH:24][C:25]2[CH:30]=[CH:29][CH:28]=[CH:27][CH:26]=2)[CH2:18][CH2:17]1.[Br-].[CH2:32]([CH:34]([CH2:37][CH3:38])[CH2:35][Zn+])[CH3:33]. (8) The reactants are: CC1[N+](CC2C(N)=NC(C)=NC=2)=CSC=1CCOP(OP(O)(O)=O)(O)=O.C(CC(N)C(O)=O)CC(N)C(O)=O.[CH:40]1[CH:45]=[N+:44]([C@@H:46]2[O:50][C@H:49]([CH2:51][O:52][P:53]([O:56][P:57]([O:60][CH2:61][C@H:62]3[O:66][C@@H:65]([N:67]4[C:71]5[N:72]=[CH:73][N:74]=[C:75]([NH2:76])[C:70]=5[N:69]=[CH:68]4)[C@H:64]([O:77][P:78]([OH:81])([OH:80])=[O:79])[C@@H:63]3[OH:82])([OH:59])=[O:58])([OH:55])=[O:54])[C@@H:48]([OH:83])[C@H:47]2[OH:84])[CH:43]=[C:42]([C:85]([NH2:87])=[O:86])[CH:41]=1.C1C=[N+]([C@@H]2O[C@H](COP(OP(OC[C@H]3O[C@@H](N4C5N=CN=C(N)C=5N=C4)[C@H](O)[C@@H]3O)(O)=O)(O)=O)[C@@H](O)[C@H]2[O-])C=C(C(N)=S)C=1.CC([C@@H](O)C(NCCC(NCCS)=O)=O)(COP(OP(OC[C@H]1O[C@@H](N2C3N=CN=C(N)C=3N=C2)[C@H](O)[C@@H]1OP(O)(O)=O)(O)=O)(O)=O)C.N[C@H](C(O)=O)CCC(=O)O. Given the product [CH:73]1[N:74]=[C:75]([NH2:76])[C:70]2[N:69]=[CH:68][N:67]([C@@H:65]3[O:66][C@H:62]([CH2:61][O:60][P:57]([O:56][P:53]([O:52][CH2:51][C@H:49]4[O:50][C@@H:46]([N:44]5[CH:43]=[C:42]([C:85]([NH2:87])=[O:86])[CH2:41][CH:40]=[CH:45]5)[C@H:47]([OH:84])[C@@H:48]4[OH:83])([OH:55])=[O:54])([OH:59])=[O:58])[C@@H:63]([OH:82])[C@H:64]3[O:77][P:78]([OH:81])([OH:80])=[O:79])[C:71]=2[N:72]=1, predict the reactants needed to synthesize it.